From a dataset of Full USPTO retrosynthesis dataset with 1.9M reactions from patents (1976-2016). Predict the reactants needed to synthesize the given product. (1) Given the product [CH2:52]([O:55][CH3:56])[CH2:53][CH2:48][CH3:47].[CH3:4][CH2:3][CH2:2][CH2:5][CH2:6][CH2:7][CH3:8].[Cl:44][C:45]1[CH:54]=[C:53]2[C:48]([CH:49]=[CH:50][N:51]=[C:52]2[O:55][CH3:56])=[CH:47][C:46]=1[O:11][CH:8]1[CH2:9][CH2:10][C:5]([CH:2]([NH2:1])[CH2:3][CH3:4])([C:12]([F:13])([F:14])[F:15])[CH2:6][CH2:7]1, predict the reactants needed to synthesize it. The reactants are: [NH2:1][CH:2]([C:5]1([C:12]([F:15])([F:14])[F:13])[CH2:10][CH2:9][CH:8]([OH:11])[CH2:7][CH2:6]1)[CH2:3][CH3:4].C1(P(C2C=CC=CC=2)C2C=CC=CC=2)C=CC=CC=1.C(N(CC)C(C)C)(C)C.[Cl:44][C:45]1[CH:54]=[C:53]2[C:48]([CH:49]=[CH:50][N:51]=[C:52]2[O:55][CH3:56])=[CH:47][C:46]=1O.N(C(OCC)=O)=NC(OCC)=O. (2) Given the product [CH3:31][O:30][CH2:29][CH2:28][O:27][CH2:26][CH2:25][O:24][CH2:23][CH2:22][O:14][C:6]1[CH:7]=[C:8]([C:10]([F:11])([F:12])[F:13])[CH:9]=[C:4]([N+:1]([O-:3])=[O:2])[CH:5]=1, predict the reactants needed to synthesize it. The reactants are: [N+:1]([C:4]1[CH:5]=[C:6]([OH:14])[CH:7]=[C:8]([C:10]([F:13])([F:12])[F:11])[CH:9]=1)([O-:3])=[O:2].C([O-])([O-])=O.[K+].[K+].Br[CH2:22][CH2:23][O:24][CH2:25][CH2:26][O:27][CH2:28][CH2:29][O:30][CH3:31]. (3) Given the product [CH3:11][O:12][C:13]1[CH:18]=[CH:17][CH:16]=[CH:15][C:14]=1[O:19][C:2]1[CH:3]=[C:4]([N+:8]([O-:10])=[O:9])[CH:5]=[CH:6][CH:7]=1, predict the reactants needed to synthesize it. The reactants are: F[C:2]1[CH:3]=[C:4]([N+:8]([O-:10])=[O:9])[CH:5]=[CH:6][CH:7]=1.[CH3:11][O:12][C:13]1[CH:18]=[CH:17][CH:16]=[CH:15][C:14]=1[OH:19].C(=O)([O-])[O-].[K+].[K+]. (4) The reactants are: [CH2:1]([C:5]1([N:26]([CH3:28])[CH3:27])[CH2:10][CH2:9][C:8]([C:11]2[NH:12][C:13]3[C:18]([C:19]=2[CH3:20])=[CH:17][C:16]([O:21][C:22]([F:25])([F:24])[F:23])=[CH:15][CH:14]=3)=[CH:7][CH2:6]1)[CH2:2][CH2:3][CH3:4]. Given the product [CH2:1]([C:5]1([N:26]([CH3:28])[CH3:27])[CH2:6][CH2:7][CH:8]([C:11]2[NH:12][C:13]3[C:18]([C:19]=2[CH3:20])=[CH:17][C:16]([O:21][C:22]([F:25])([F:23])[F:24])=[CH:15][CH:14]=3)[CH2:9][CH2:10]1)[CH2:2][CH2:3][CH3:4], predict the reactants needed to synthesize it. (5) Given the product [C:22]([N:6]1[C:10]2=[N:11][C:12]([C:15]([OH:17])=[O:16])=[CH:13][CH:14]=[C:9]2[C:8]2([CH2:18][CH2:19]2)[CH2:7]1)(=[O:23])[CH3:21], predict the reactants needed to synthesize it. The reactants are: O[Li].O.CO.[NH:6]1[C:10]2=[N:11][C:12]([C:15]([OH:17])=[O:16])=[CH:13][CH:14]=[C:9]2[C:8]2([CH2:19][CH2:18]2)[CH2:7]1.C1C[O:23][CH2:22][CH2:21]1.